This data is from Peptide-MHC class I binding affinity with 185,985 pairs from IEDB/IMGT. The task is: Regression. Given a peptide amino acid sequence and an MHC pseudo amino acid sequence, predict their binding affinity value. This is MHC class I binding data. The peptide sequence is FTFGDTALY. The MHC is HLA-A68:01 with pseudo-sequence HLA-A68:01. The binding affinity (normalized) is 0.962.